From a dataset of Peptide-MHC class II binding affinity with 134,281 pairs from IEDB. Regression. Given a peptide amino acid sequence and an MHC pseudo amino acid sequence, predict their binding affinity value. This is MHC class II binding data. (1) The peptide sequence is TKKYFAATQFEPLAA. The MHC is DRB1_0701 with pseudo-sequence DRB1_0701. The binding affinity (normalized) is 0.746. (2) The peptide sequence is QKLMEDINVGFKAAV. The MHC is HLA-DPA10201-DPB11401 with pseudo-sequence HLA-DPA10201-DPB11401. The binding affinity (normalized) is 0.609. (3) The peptide sequence is AANFCALILAYSNKT. The MHC is DRB1_0101 with pseudo-sequence DRB1_0101. The binding affinity (normalized) is 0.821. (4) The peptide sequence is AGKATTEEQKLIEKI. The binding affinity (normalized) is 0.117. The MHC is HLA-DQA10101-DQB10501 with pseudo-sequence HLA-DQA10101-DQB10501. (5) The peptide sequence is INEPTAAAIAYGSDR. The MHC is HLA-DQA10501-DQB10301 with pseudo-sequence HLA-DQA10501-DQB10301. The binding affinity (normalized) is 0.617.